Dataset: Catalyst prediction with 721,799 reactions and 888 catalyst types from USPTO. Task: Predict which catalyst facilitates the given reaction. Reactant: [F:1][C:2]1[CH:3]=[C:4]([NH2:9])[CH:5]=[CH:6][C:7]=1[CH3:8].[I:10](Cl)(=O)=O.I(Cl)(=O)=O.C([N+](C)(C)C)C1C=CC=CC=1.C(=O)([O-])[O-].[Ca+2]. Product: [F:1][C:2]1[C:7]([CH3:8])=[CH:6][C:5]([I:10])=[C:4]([NH2:9])[CH:3]=1. The catalyst class is: 5.